Dataset: Reaction yield outcomes from USPTO patents with 853,638 reactions. Task: Predict the reaction yield, written as a fraction of the theoretical maximum amount of product (1.0 means a 100% yield; for example, 0.34 means a 34% yield). (1) The reactants are C([Li])CCC.Br[C:7]1[CH:12]=[CH:11][CH:10]=[C:9]([Br:13])[N:8]=1.[CH3:14][N:15]1[CH2:20][CH2:19][CH:18]([C:21](N2CCCC2)=[O:22])[CH2:17][CH2:16]1. The catalyst is CC(OC)(C)C. The product is [Br:13][C:9]1[CH:10]=[CH:11][CH:12]=[C:7]([C:21]([CH:18]2[CH2:19][CH2:20][N:15]([CH3:14])[CH2:16][CH2:17]2)=[O:22])[N:8]=1. The yield is 0.850. (2) The reactants are C(OC([N:8]1[CH2:13][CH2:12][CH:11]([C:14]2[N:35]=[CH:34][C:17]3[C:18]4[N:22]([CH2:23][CH2:24][O:25][C:16]=3[CH:15]=2)[CH:21]=[C:20]([C:26]2[N:27]([CH:31]([CH3:33])[CH3:32])[N:28]=[CH:29][N:30]=2)[N:19]=4)[CH2:10][CH2:9]1)=O)(C)(C)C.[ClH:36]. The catalyst is C(Cl)Cl.CO.O1CCOCC1. The product is [ClH:36].[CH:31]([N:27]1[C:26]([C:20]2[N:19]=[C:18]3[N:22]([CH2:23][CH2:24][O:25][C:16]4[CH:15]=[C:14]([CH:11]5[CH2:12][CH2:13][NH:8][CH2:9][CH2:10]5)[N:35]=[CH:34][C:17]=43)[CH:21]=2)=[N:30][CH:29]=[N:28]1)([CH3:33])[CH3:32]. The yield is 1.00.